The task is: Predict the reaction yield, written as a fraction of the theoretical maximum amount of product (1.0 means a 100% yield; for example, 0.34 means a 34% yield).. This data is from Reaction yield outcomes from USPTO patents with 853,638 reactions. (1) The reactants are [F:1][C:2]1[CH:3]=[C:4]([CH:6]=[C:7]([CH3:9])[CH:8]=1)[NH2:5].Br.Br[CH:12]([C:14]1[CH:15]=[C:16]([C:31]([N:33]([CH3:35])[CH3:34])=[O:32])[CH:17]=[C:18]2[C:23]=1[O:22][C:21]([N:24]1[CH2:29][CH2:28][O:27][CH2:26][CH2:25]1)=[CH:20][C:19]2=[O:30])[CH3:13]. No catalyst specified. The product is [F:1][C:2]1[CH:3]=[C:4]([NH:5][CH:12]([C:14]2[CH:15]=[C:16]([C:31]([N:33]([CH3:35])[CH3:34])=[O:32])[CH:17]=[C:18]3[C:23]=2[O:22][C:21]([N:24]2[CH2:29][CH2:28][O:27][CH2:26][CH2:25]2)=[CH:20][C:19]3=[O:30])[CH3:13])[CH:6]=[C:7]([CH3:9])[CH:8]=1. The yield is 0.570. (2) The reactants are Br[C:2]1[S:3][C:4]([NH:34]C(OC(C)(C)C)=O)=[C:5]([C:7]([NH:9][C:10]2[CH:11]=[N:12][N:13]([CH:31]3[CH2:33][CH2:32]3)[C:14]=2[N:15]2[CH2:21][C:20]([F:23])([F:22])[CH2:19][N:18](C(OC(C)(C)C)=O)[CH2:17][CH2:16]2)=[O:8])[N:6]=1.[F:42][C:43]1[CH:48]=[CH:47][C:46]([F:49])=[CH:45][C:44]=1B(O)O. No catalyst specified. The product is [NH2:34][C:4]1[S:3][C:2]([C:44]2[CH:45]=[C:46]([F:49])[CH:47]=[CH:48][C:43]=2[F:42])=[N:6][C:5]=1[C:7]([NH:9][C:10]1[CH:11]=[N:12][N:13]([CH:31]2[CH2:32][CH2:33]2)[C:14]=1[N:15]1[CH2:21][C:20]([F:23])([F:22])[CH2:19][NH:18][CH2:17][CH2:16]1)=[O:8]. The yield is 0.420. (3) The reactants are [O:1]1[CH2:6][CH2:5][C:4]([C:12]([O:14]CC)=[O:13])([C:7]([O:9]CC)=[O:8])[CH2:3][CH2:2]1.[OH-].[Na+]. The catalyst is CO.C1COCC1.O. The product is [O:1]1[CH2:2][CH2:3][C:4]([C:7]([OH:9])=[O:8])([C:12]([OH:14])=[O:13])[CH2:5][CH2:6]1. The yield is 0.910. (4) The yield is 0.860. The catalyst is C(O)C. The reactants are [N+:1]([C:4]1[CH:12]=[CH:11][C:7]2[N:8]=C[S:10][C:6]=2[CH:5]=1)([O-:3])=[O:2].O.NN. The product is [NH2:8][C:7]1[CH:11]=[CH:12][C:4]([N+:1]([O-:3])=[O:2])=[CH:5][C:6]=1[SH:10]. (5) The reactants are Cl.[NH2:2][C@@H:3]([CH2:8][NH:9][C:10]([O:12][C:13]([CH3:16])([CH3:15])[CH3:14])=[O:11])[C:4]([O:6][CH3:7])=[O:5].[CH2:17]([N:24]([CH2:28][CH2:29]Cl)[CH2:25][CH2:26]Cl)[C:18]1[CH:23]=[CH:22][CH:21]=[CH:20][CH:19]=1. The catalyst is C(N(CC)C(C)C)(C)C. The product is [CH2:17]([N:24]1[CH2:28][CH2:29][N:2]([C@@H:3]([CH2:8][NH:9][C:10]([O:12][C:13]([CH3:16])([CH3:15])[CH3:14])=[O:11])[C:4]([O:6][CH3:7])=[O:5])[CH2:26][CH2:25]1)[C:18]1[CH:23]=[CH:22][CH:21]=[CH:20][CH:19]=1. The yield is 0.640.